This data is from Catalyst prediction with 721,799 reactions and 888 catalyst types from USPTO. The task is: Predict which catalyst facilitates the given reaction. (1) Reactant: [F:1][C:2]1([F:20])[CH2:7][CH2:6][N:5]([CH2:8][C:9]2[N:10]=[C:11]([C:18]#[N:19])[N:12]3[CH:17]=[CH:16][CH:15]=[CH:14][C:13]=23)[CH2:4][CH2:3]1.[Li+].C[Si]([N-:26][Si](C)(C)C)(C)C. Product: [F:20][C:2]1([F:1])[CH2:7][CH2:6][N:5]([CH2:8][C:9]2[N:10]=[C:11]([C:18](=[NH:26])[NH2:19])[N:12]3[CH:17]=[CH:16][CH:15]=[CH:14][C:13]=23)[CH2:4][CH2:3]1. The catalyst class is: 1. (2) Product: [Cl:1][C:2]1[CH:3]=[C:4]2[C:9](=[CH:10][CH:11]=1)[C@@:8]1([CH2:17][O:16][C:15]3[CH:18]=[CH:19][C:20]([C:22]([OH:24])=[O:23])=[CH:21][C:14]=3[N:13]([CH2:26][C@@H:27]3[CH2:30][CH2:29][C@H:28]3[C@@H:31]([OH:34])[CH:32]=[CH2:33])[CH2:12]1)[CH2:7][CH2:6][CH2:5]2. The catalyst class is: 49. Reactant: [Cl:1][C:2]1[CH:3]=[C:4]2[C:9](=[CH:10][CH:11]=1)[C@@:8]1([CH2:17][O:16][C:15]3[CH:18]=[CH:19][C:20]([C:22]([O:24]C)=[O:23])=[CH:21][C:14]=3[N:13]([CH2:26][C@@H:27]3[CH2:30][CH2:29][C@H:28]3[C@@H:31]([OH:34])[CH:32]=[CH2:33])[CH2:12]1)[CH2:7][CH2:6][CH2:5]2.CO.O.O[Li].O. (3) Reactant: [F:1][CH:2]([F:31])[C:3]1[CH:7]=[C:6]([CH:8]([F:10])[F:9])[N:5]([CH2:11][C:12]([N:14]2[CH2:19][CH2:18][C:17]([C:21]3[S:22][CH:23]=[C:24]([C:26]([O:28]CC)=[O:27])[N:25]=3)([F:20])[CH2:16][CH2:15]2)=[O:13])[N:4]=1.O.[OH-].[Li+]. Product: [F:31][CH:2]([F:1])[C:3]1[CH:7]=[C:6]([CH:8]([F:10])[F:9])[N:5]([CH2:11][C:12]([N:14]2[CH2:15][CH2:16][C:17]([C:21]3[S:22][CH:23]=[C:24]([C:26]([OH:28])=[O:27])[N:25]=3)([F:20])[CH2:18][CH2:19]2)=[O:13])[N:4]=1. The catalyst class is: 30. (4) Reactant: [Cl:1][C:2]1[N:7]=[CH:6][C:5]([C:8]([OH:10])=O)=[C:4]([C:11]([F:14])([F:13])[F:12])[CH:3]=1.[C:15]([NH2:19])([CH3:18])([CH3:17])[CH3:16].CCN(C(C)C)C(C)C.CN(C(ON1N=NC2C=CC=NC1=2)=[N+](C)C)C.F[P-](F)(F)(F)(F)F. Product: [C:15]([NH:19][C:8]([C:5]1[CH:6]=[N:7][C:2]([Cl:1])=[CH:3][C:4]=1[C:11]([F:14])([F:13])[F:12])=[O:10])([CH3:18])([CH3:17])[CH3:16]. The catalyst class is: 2. (5) Reactant: [NH:1]1[C:9]2[CH:8]=[CH:7][CH:6]=[C:5]([CH:10]=[O:11])[C:4]=2[CH:3]=[CH:2]1.[H-].[Na+].Br[CH:15]([C:20]1[CH:25]=[CH:24][C:23]([Cl:26])=[CH:22][CH:21]=1)[C:16]([O:18][CH3:19])=[O:17]. Product: [Cl:26][C:23]1[CH:22]=[CH:21][C:20]([CH:15]([N:1]2[C:9]3[C:4](=[C:5]([CH:10]=[O:11])[CH:6]=[CH:7][CH:8]=3)[CH:3]=[CH:2]2)[C:16]([O:18][CH3:19])=[O:17])=[CH:25][CH:24]=1. The catalyst class is: 31. (6) Reactant: C([O:8][C:9](=[O:31])/[C:10](/[O:26][CH2:27][CH2:28][O:29][CH3:30])=[CH:11]/[C:12]1[CH:17]=[CH:16][C:15]([O:18]CC2C=CC=CC=2)=[CH:14][CH:13]=1)C1C=CC=CC=1. Product: [OH:18][C:15]1[CH:16]=[CH:17][C:12]([CH2:11][CH:10]([O:26][CH2:27][CH2:28][O:29][CH3:30])[C:9]([OH:31])=[O:8])=[CH:13][CH:14]=1. The catalyst class is: 19.